Dataset: Forward reaction prediction with 1.9M reactions from USPTO patents (1976-2016). Task: Predict the product of the given reaction. (1) The product is: [F:33][C:30]([F:32])([F:31])[CH2:29][CH2:28][S:25]([O:24][C:21]1[CH:20]=[CH:19][C:18]([N:10]2[C:11]([CH3:17])=[C:12]([C:14](=[O:15])[NH:40][CH:41]3[CH2:46][CH2:45][CH:44]([OH:47])[CH2:43][CH2:42]3)[N:13]=[C:9]2[C:3]2[CH:4]=[CH:5][C:6]([Cl:8])=[CH:7][C:2]=2[Cl:1])=[CH:23][CH:22]=1)(=[O:27])=[O:26]. Given the reactants [Cl:1][C:2]1[CH:7]=[C:6]([Cl:8])[CH:5]=[CH:4][C:3]=1[C:9]1[N:10]([C:18]2[CH:23]=[CH:22][C:21]([O:24][S:25]([CH2:28][CH2:29][C:30]([F:33])([F:32])[F:31])(=[O:27])=[O:26])=[CH:20][CH:19]=2)[C:11]([CH3:17])=[C:12]([C:14](O)=[O:15])[N:13]=1.C(Cl)(=O)C(Cl)=O.[NH2:40][CH:41]1[CH2:46][CH2:45][CH:44]([OH:47])[CH2:43][CH2:42]1.[OH-].[Na+], predict the reaction product. (2) Given the reactants C(OC(C1C(F)=CC(O[C@@H]2CCCN(C(OC(C)(C)C)=O)C2)=C(C2CC2)C=1)=O)(C)(C)C.[CH:32]1([C:35]2[C:36]([O:49][CH2:50][C@@H:51]3[CH2:56][CH2:55][C@@H:54]([CH3:57])[N:53]([CH2:58][C:59]4[CH:64]=[C:63]([Cl:65])[CH:62]=[C:61]([Cl:66])[CH:60]=4)[CH2:52]3)=[CH:37][C:38]([F:48])=[C:39]([CH:47]=2)[C:40]([O:42]C(C)(C)C)=[O:41])[CH2:34][CH2:33]1, predict the reaction product. The product is: [CH:32]1([C:35]2[C:36]([O:49][CH2:50][C@@H:51]3[CH2:56][CH2:55][C@@H:54]([CH3:57])[N:53]([CH2:58][C:59]4[CH:64]=[C:63]([Cl:65])[CH:62]=[C:61]([Cl:66])[CH:60]=4)[CH2:52]3)=[CH:37][C:38]([F:48])=[C:39]([CH:47]=2)[C:40]([OH:42])=[O:41])[CH2:34][CH2:33]1. (3) The product is: [ClH:35].[N:22]12[CH2:23][CH2:24][CH:25]([CH2:26][CH2:27]1)[C@@H:20]([NH:19][C:17]([C:14]1[O:15][C:16]3[C:8]([C:4]4[CH:3]=[C:2]([NH:1][C:33]([C:32]5[O:28][N:29]=[CH:30][CH:31]=5)=[O:34])[CH:7]=[CH:6][CH:5]=4)=[CH:9][CH:10]=[CH:11][C:12]=3[CH:13]=1)=[O:18])[CH2:21]2. Given the reactants [NH2:1][C:2]1[CH:3]=[C:4]([C:8]2[C:16]3[O:15][C:14]([C:17]([NH:19][C@@H:20]4[CH:25]5[CH2:26][CH2:27][N:22]([CH2:23][CH2:24]5)[CH2:21]4)=[O:18])=[CH:13][C:12]=3[CH:11]=[CH:10][CH:9]=2)[CH:5]=[CH:6][CH:7]=1.[O:28]1[C:32]([C:33]([Cl:35])=[O:34])=[CH:31][CH:30]=[N:29]1, predict the reaction product. (4) The product is: [CH3:1][O:2][C:3](=[O:16])[C:4]1[CH:9]=[CH:8][C:7]([CH2:10][OH:11])=[N:6][C:5]=1[Cl:15]. Given the reactants [CH3:1][O:2][C:3](=[O:16])[C:4]1[CH:9]=[CH:8][C:7]([CH2:10][O:11]C(=O)C)=[N:6][C:5]=1[Cl:15].C(=O)([O-])[O-].[K+].[K+], predict the reaction product.